This data is from Forward reaction prediction with 1.9M reactions from USPTO patents (1976-2016). The task is: Predict the product of the given reaction. (1) The product is: [Cl:19][C:17]1[CH:18]=[C:13]([CH:11]([NH:10][C:8]([C:6]2[CH:5]=[C:4]([CH3:26])[N:3]=[C:2]([NH:1][C:31]([CH:27]3[CH2:30][CH2:29][CH2:28]3)=[O:32])[N:7]=2)=[O:9])[CH3:12])[CH:14]=[N:15][C:16]=1[O:20][CH2:21][C:22]([F:24])([F:23])[F:25]. Given the reactants [NH2:1][C:2]1[N:7]=[C:6]([C:8]([NH:10][CH:11]([C:13]2[CH:14]=[N:15][C:16]([O:20][CH2:21][C:22]([F:25])([F:24])[F:23])=[C:17]([Cl:19])[CH:18]=2)[CH3:12])=[O:9])[CH:5]=[C:4]([CH3:26])[N:3]=1.[CH:27]1([C:31](Cl)=[O:32])[CH2:30][CH2:29][CH2:28]1, predict the reaction product. (2) Given the reactants [Cl:1][C:2]1[C:10]([C:11]([F:14])([F:13])[F:12])=[CH:9][CH:8]=[CH:7][C:3]=1[C:4]([OH:6])=O.CN(C(ON1N=NC2C=CC=NC1=2)=[N+](C)C)C.F[P-](F)(F)(F)(F)F.C(N(C(C)C)C(C)C)C.[CH3:48][N:49]1[CH2:54][CH2:53][CH2:52][C:51]([NH2:61])([C:55]2[CH:60]=[CH:59][CH:58]=[CH:57][CH:56]=2)[CH2:50]1, predict the reaction product. The product is: [Cl:1][C:2]1[C:10]([C:11]([F:14])([F:13])[F:12])=[CH:9][CH:8]=[CH:7][C:3]=1[C:4]([NH:61][C:51]1([C:55]2[CH:60]=[CH:59][CH:58]=[CH:57][CH:56]=2)[CH2:52][CH2:53][CH2:54][N:49]([CH3:48])[CH2:50]1)=[O:6]. (3) Given the reactants [O:1]1[C:6]2[CH:7]=[CH:8][C:9]([CH2:11][N:12]([CH:20]3[CH2:25][CH2:24][N:23]([CH2:26][CH2:27][N:28]4[C:37]5[C:32](=[CH:33][CH:34]=[CH:35][CH:36]=5)[C:31]([Cl:38])=[CH:30][C:29]4=[O:39])[CH2:22][CH2:21]3)C(=O)OC(C)(C)C)=[CH:10][C:5]=2[O:4][CH2:3][CH2:2]1.FC(F)(F)C(O)=O, predict the reaction product. The product is: [O:1]1[C:6]2[CH:7]=[CH:8][C:9]([CH2:11][NH:12][CH:20]3[CH2:25][CH2:24][N:23]([CH2:26][CH2:27][N:28]4[C:37]5[C:32](=[CH:33][CH:34]=[CH:35][CH:36]=5)[C:31]([Cl:38])=[CH:30][C:29]4=[O:39])[CH2:22][CH2:21]3)=[CH:10][C:5]=2[O:4][CH2:3][CH2:2]1. (4) Given the reactants Br[CH2:2][C:3]1[CH:8]=[C:7]([N+:9]([O-:11])=[O:10])[CH:6]=[CH:5][C:4]=1[F:12].[CH3:13][N:14]1[CH2:19][CH2:18][NH:17][CH2:16][CH2:15]1.CCN(C(C)C)C(C)C, predict the reaction product. The product is: [F:12][C:4]1[CH:5]=[CH:6][C:7]([N+:9]([O-:11])=[O:10])=[CH:8][C:3]=1[CH2:2][N:17]1[CH2:18][CH2:19][N:14]([CH3:13])[CH2:15][CH2:16]1. (5) Given the reactants [CH3:1][O:2][C:3]1[CH:4]=[C:5]([CH:7]=[CH:8][CH:9]=1)[NH2:6].[N:10]1[CH:15]=[CH:14][CH:13]=[CH:12][C:11]=1[C:16](O)=[O:17].CCN=C=NCCCN(C)C.Cl.CCN(CC)CC.OC1C2N=NNC=2C=CC=1, predict the reaction product. The product is: [CH3:1][O:2][C:3]1[CH:4]=[C:5]([NH:6][C:16](=[O:17])[C:11]2[CH:12]=[CH:13][CH:14]=[CH:15][N:10]=2)[CH:7]=[CH:8][CH:9]=1.